Task: Regression. Given a peptide amino acid sequence and an MHC pseudo amino acid sequence, predict their binding affinity value. This is MHC class I binding data.. Dataset: Peptide-MHC class I binding affinity with 185,985 pairs from IEDB/IMGT (1) The peptide sequence is FPCSICLSGL. The MHC is HLA-B15:01 with pseudo-sequence HLA-B15:01. The binding affinity (normalized) is 0.000460. (2) The MHC is HLA-B15:17 with pseudo-sequence HLA-B15:17. The peptide sequence is WASIVPHTW. The binding affinity (normalized) is 0.834.